This data is from Forward reaction prediction with 1.9M reactions from USPTO patents (1976-2016). The task is: Predict the product of the given reaction. (1) Given the reactants Br[C:2]1[CH:3]=[CH:4][C:5]([CH:8]2[O:12][CH2:11][CH2:10][O:9]2)=[N:6][CH:7]=1.[F:13][C:14]1[CH:20]=[CH:19][C:17]([NH2:18])=[CH:16][CH:15]=1.CC(C1C=C(C(C)C)C(C2C=CC=CC=2P(C2CCCCC2)C2CCCCC2)=C(C(C)C)C=1)C.CC([O-])(C)C.[Na+], predict the reaction product. The product is: [O:9]1[CH2:10][CH2:11][O:12][CH:8]1[C:5]1[N:6]=[CH:7][C:2]([NH:18][C:17]2[CH:19]=[CH:20][C:14]([F:13])=[CH:15][CH:16]=2)=[CH:3][CH:4]=1. (2) Given the reactants O=[C:2]([CH:4]=[C:5]([CH3:7])[CH3:6])[CH3:3].[C:8]1([S:14]([C:17]#[N:18])(=[O:16])=[O:15])[CH:13]=[CH:12][CH:11]=[CH:10][CH:9]=1.C1(C)C=CC=CC=1.B(OCCCC)(OCCCC)OCCCC, predict the reaction product. The product is: [C:8]1([S:14]([C:17]2[CH:6]=[C:5]([CH3:7])[CH:4]=[C:2]([CH3:3])[N:18]=2)(=[O:15])=[O:16])[CH:9]=[CH:10][CH:11]=[CH:12][CH:13]=1. (3) The product is: [C:14]([O:18][C:19]([N:21]1[CH2:22][CH:23]([C:25]([C:27]2[CH:28]=[C:29]3[C:34](=[CH:35][CH:36]=2)[N:33]=[C:32]([O:37][CH3:38])[C:31]([CH2:39][C:40]2[CH:41]=[CH:42][C:43]([C:46]([F:49])([F:48])[F:47])=[CH:44][CH:45]=2)=[C:30]3[Cl:50])([C:7]2[C:2]([CH3:1])=[N:3][C:4]([CH3:8])=[CH:5][CH:6]=2)[OH:26])[CH2:24]1)=[O:20])([CH3:17])([CH3:15])[CH3:16]. Given the reactants [CH3:1][C:2]1[CH:7]=[CH:6][CH:5]=[C:4]([CH3:8])[N:3]=1.[Li]CCCC.[C:14]([O:18][C:19]([N:21]1[CH2:24][CH:23]([C:25]([C:27]2[CH:28]=[C:29]3[C:34](=[CH:35][CH:36]=2)[N:33]=[C:32]([O:37][CH3:38])[C:31]([CH2:39][C:40]2[CH:45]=[CH:44][C:43]([C:46]([F:49])([F:48])[F:47])=[CH:42][CH:41]=2)=[C:30]3[Cl:50])=[O:26])[CH2:22]1)=[O:20])([CH3:17])([CH3:16])[CH3:15], predict the reaction product. (4) Given the reactants [N:1]1([CH2:10][C:11]([OH:13])=O)[C:5]2[CH:6]=[CH:7][CH:8]=[CH:9][C:4]=2[N:3]=[CH:2]1.S(Cl)(Cl)=O.[NH2:18][C:19]1[S:20][CH:21]=[C:22]([C:24]2[CH:29]=[CH:28][C:27]([Cl:30])=[CH:26][CH:25]=2)[N:23]=1.N1C=CC=CC=1, predict the reaction product. The product is: [N:1]1([CH2:10][C:11]([NH:18][C:19]2[S:20][CH:21]=[C:22]([C:24]3[CH:25]=[CH:26][C:27]([Cl:30])=[CH:28][CH:29]=3)[N:23]=2)=[O:13])[C:5]2[CH:6]=[CH:7][CH:8]=[CH:9][C:4]=2[N:3]=[CH:2]1. (5) Given the reactants C(OC(=O)[NH:10][CH2:11][CH:12]1[CH2:17][CH2:16][N:15]([S:18]([CH:21]=[CH:22][C:23]2[CH:28]=[CH:27][CH:26]=[CH:25][CH:24]=2)(=[O:20])=[O:19])[CH2:14][CH2:13]1)C1C=CC=CC=1.CO.[H][H], predict the reaction product. The product is: [C:23]1([CH2:22][CH2:21][S:18]([N:15]2[CH2:14][CH2:13][CH:12]([CH2:11][NH2:10])[CH2:17][CH2:16]2)(=[O:19])=[O:20])[CH:28]=[CH:27][CH:26]=[CH:25][CH:24]=1. (6) Given the reactants C([Li])CCC.CCCCCC.CC1(C)CCCC(C)(C)N1.[Br:22][C:23]1[CH:28]=[CH:27][C:26]([F:29])=[CH:25][C:24]=1[F:30].[C:31](=[O:33])=[O:32].[Cl-].[NH4+].Cl, predict the reaction product. The product is: [Br:22][C:23]1[C:24]([F:30])=[C:25]([C:26]([F:29])=[CH:27][CH:28]=1)[C:31]([OH:33])=[O:32]. (7) Given the reactants [NH2:1][C:2]1[CH:7]=[CH:6][C:5]([Cl:8])=[CH:4][C:3]=1[C:9]([C:11]1[CH:16]=[CH:15][CH:14]=[CH:13][CH:12]=1)=O.[CH2:17]([O:19][C:20](=[O:27])[CH2:21][C:22](OCC)=[O:23])[CH3:18].C1CCN2C(=NCCC2)CC1, predict the reaction product. The product is: [CH2:17]([O:19][C:20]([C:21]1[C:22](=[O:23])[NH:1][C:2]2[C:3]([C:9]=1[C:11]1[CH:16]=[CH:15][CH:14]=[CH:13][CH:12]=1)=[CH:4][C:5]([Cl:8])=[CH:6][CH:7]=2)=[O:27])[CH3:18]. (8) Given the reactants [C:1]([O:5][C:6](=[O:19])[C:7]([S:10][C:11]1[S:12][CH:13]=[C:14]([CH2:16][CH2:17][NH2:18])[N:15]=1)([CH3:9])[CH3:8])([CH3:4])([CH3:3])[CH3:2].[Cl:20][C:21]1[N:22]=[N:23][C:24](Cl)=[CH:25][CH:26]=1.C(N(C(C)C)CC)(C)C.O, predict the reaction product. The product is: [C:1]([O:5][C:6](=[O:19])[C:7]([S:10][C:11]1[S:12][CH:13]=[C:14]([CH2:16][CH2:17][NH:18][C:24]2[N:23]=[N:22][C:21]([Cl:20])=[CH:26][CH:25]=2)[N:15]=1)([CH3:9])[CH3:8])([CH3:2])([CH3:4])[CH3:3]. (9) Given the reactants COC1C=CC(C(C2C=CC(OC)=CC=2)=[N:10][CH2:11][C:12]2[CH:21]=[C:20]3[C:15]([CH:16]=[CH:17][C:18]([C:22]4[CH:27]=[CH:26][CH:25]=[CH:24][CH:23]=4)=[N:19]3)=[CH:14][CH:13]=2)=CC=1.C[Si](C)(C)N[Si](C)(C)C.[Na].Cl[C:47]1[C:52]([Cl:53])=[N:51][CH:50]=[CH:49][N:48]=1.Cl, predict the reaction product. The product is: [Cl:53][C:52]1[C:47]([CH:11]([NH2:10])[C:12]2[CH:21]=[C:20]3[C:15]([CH:16]=[CH:17][C:18]([C:22]4[CH:27]=[CH:26][CH:25]=[CH:24][CH:23]=4)=[N:19]3)=[CH:14][CH:13]=2)=[N:48][CH:49]=[CH:50][N:51]=1.